From a dataset of Peptide-MHC class I binding affinity with 185,985 pairs from IEDB/IMGT. Regression. Given a peptide amino acid sequence and an MHC pseudo amino acid sequence, predict their binding affinity value. This is MHC class I binding data. (1) The peptide sequence is IAGLKIEEI. The MHC is HLA-A02:01 with pseudo-sequence HLA-A02:01. The binding affinity (normalized) is 0.0710. (2) The peptide sequence is EVAEKDAMY. The MHC is HLA-A02:03 with pseudo-sequence HLA-A02:03. The binding affinity (normalized) is 0.0847. (3) The peptide sequence is GSVNVVYTF. The MHC is HLA-A33:01 with pseudo-sequence HLA-A33:01. The binding affinity (normalized) is 0. (4) The peptide sequence is DLLENLQAY. The MHC is HLA-A31:01 with pseudo-sequence HLA-A31:01. The binding affinity (normalized) is 0.0847. (5) The peptide sequence is RLMRTNFLI. The MHC is HLA-A02:01 with pseudo-sequence HLA-A02:01. The binding affinity (normalized) is 0.854. (6) The peptide sequence is SREVISHRL. The MHC is HLA-B07:02 with pseudo-sequence HLA-B07:02. The binding affinity (normalized) is 0.0847. (7) The peptide sequence is HPVLVTATL. The MHC is HLA-B58:01 with pseudo-sequence HLA-B58:01. The binding affinity (normalized) is 0.213.